Dataset: Peptide-MHC class I binding affinity with 185,985 pairs from IEDB/IMGT. Task: Regression. Given a peptide amino acid sequence and an MHC pseudo amino acid sequence, predict their binding affinity value. This is MHC class I binding data. (1) The peptide sequence is ELCEDTMTY. The MHC is HLA-A26:01 with pseudo-sequence HLA-A26:01. The binding affinity (normalized) is 0.310. (2) The MHC is HLA-A02:01 with pseudo-sequence HLA-A02:01. The peptide sequence is ILSLPRIAL. The binding affinity (normalized) is 0.414. (3) The peptide sequence is VPPFPRTAF. The MHC is HLA-B57:01 with pseudo-sequence HLA-B57:01. The binding affinity (normalized) is 0.0847. (4) The peptide sequence is YQNKVVKVL. The MHC is HLA-B15:01 with pseudo-sequence HLA-B15:01. The binding affinity (normalized) is 0.774. (5) The binding affinity (normalized) is 0.455. The MHC is HLA-A02:06 with pseudo-sequence HLA-A02:06. The peptide sequence is ALSGFYYVQ.